From a dataset of Full USPTO retrosynthesis dataset with 1.9M reactions from patents (1976-2016). Predict the reactants needed to synthesize the given product. (1) Given the product [CH3:22][O:23][C:24]1[CH:29]=[CH:28][CH:27]=[CH:26][C:25]=1[S:30]([NH:2][CH2:3][C:4]1[CH:5]=[CH:6][C:7]([B:10]([OH:12])[OH:11])=[CH:8][CH:9]=1)(=[O:32])=[O:31], predict the reactants needed to synthesize it. The reactants are: Cl.[NH2:2][CH2:3][C:4]1[CH:9]=[CH:8][C:7]([B:10]([OH:12])[OH:11])=[CH:6][CH:5]=1.CCN(C(C)C)C(C)C.[CH3:22][O:23][C:24]1[CH:29]=[CH:28][CH:27]=[CH:26][C:25]=1[S:30](Cl)(=[O:32])=[O:31]. (2) Given the product [F:25][C:22]1[CH:23]=[C:24]2[C:19](=[CH:20][CH:21]=1)[NH:18][CH:17]=[C:16]2[CH2:15][CH2:14][CH2:13][CH2:12][N:38]1[CH2:39][CH2:40][N:35]([C:29]2[S:30][C:31]([C:32]([NH2:34])=[O:33])=[C:27]([CH3:26])[N:28]=2)[CH2:36][CH2:37]1, predict the reactants needed to synthesize it. The reactants are: CC1C=CC(S(O[CH2:12][CH2:13][CH2:14][CH2:15][C:16]2[C:24]3[C:19](=[CH:20][CH:21]=[C:22]([F:25])[CH:23]=3)[NH:18][CH:17]=2)(=O)=O)=CC=1.[CH3:26][C:27]1[N:28]=[C:29]([N:35]2[CH2:40][CH2:39][NH:38][CH2:37][CH2:36]2)[S:30][C:31]=1[C:32]([NH2:34])=[O:33].C(=O)([O-])[O-].[K+].[K+].[I-].[K+]. (3) Given the product [C:19]1([CH2:18][NH:17][C:4]2[N:3]=[C:43]([C:42]#[N:31])[N:10]=[C:9]3[C:5]=2[N:6]=[CH:7][NH:8]3)[C:28]2[C:23](=[CH:24][CH:25]=[CH:26][CH:27]=2)[CH:22]=[CH:21][CH:20]=1, predict the reactants needed to synthesize it. The reactants are: ClC1[N:10]=[C:9]2[C:5]([N:6]=[CH:7][N:8]2C2CCCCO2)=[C:4]([NH:17][CH2:18][C:19]2[C:28]3[C:23](=[CH:24][CH:25]=[CH:26][CH:27]=3)[CH:22]=[CH:21][CH:20]=2)[N:3]=1.C([N:31](C(C)C)C(C)C)C.C(O[CH2:42][CH3:43])(=O)C. (4) Given the product [Cl:1][C:2]1[CH:3]=[C:4]([C:8]2[CH:9]=[C:10]([CH2:16][N:17]3[CH:21]=[C:20]([C:22]([OH:24])=[O:23])[CH:19]=[N:18]3)[CH:11]=[N:12][C:13]=2[O:14][CH3:15])[CH:5]=[CH:6][CH:7]=1, predict the reactants needed to synthesize it. The reactants are: [Cl:1][C:2]1[CH:3]=[C:4]([C:8]2[CH:9]=[C:10]([CH2:16][N:17]3[CH:21]=[C:20]([C:22]([O:24]CC)=[O:23])[CH:19]=[N:18]3)[CH:11]=[N:12][C:13]=2[O:14][CH3:15])[CH:5]=[CH:6][CH:7]=1.[Li+].[OH-]. (5) Given the product [CH2:1]([O:3][C:4]1[CH:13]=[C:12]2[C:7]([CH:8]=[CH:9][CH:10]=[C:11]2[NH2:14])=[CH:6][CH:5]=1)[CH3:2], predict the reactants needed to synthesize it. The reactants are: [CH2:1]([O:3][C:4]1[CH:13]=[C:12]2[C:7]([CH:8]=[CH:9][CH:10]=[C:11]2[NH:14]C(=O)OC(C)(C)C)=[CH:6][CH:5]=1)[CH3:2].Cl. (6) Given the product [NH2:1][C:2]1[C:21]([C:22]([O:24][N:26]2[C:30]3[CH:31]=[CH:32][CH:33]=[CH:34][C:29]=3[N:28]=[N:27]2)=[O:23])=[C:5]2[N:6]=[C:7]3[CH2:13][CH2:12][N:11]([C:14]([O:16][C:17]([CH3:19])([CH3:20])[CH3:18])=[O:15])[CH2:10][C:8]3=[CH:9][N:4]2[N:3]=1, predict the reactants needed to synthesize it. The reactants are: [NH2:1][C:2]1[C:21]([C:22]([OH:24])=[O:23])=[C:5]2[N:6]=[C:7]3[CH2:13][CH2:12][N:11]([C:14]([O:16][C:17]([CH3:20])([CH3:19])[CH3:18])=[O:15])[CH2:10][C:8]3=[CH:9][N:4]2[N:3]=1.O[N:26]1[C:30]2[CH:31]=[CH:32][CH:33]=[CH:34][C:29]=2[N:28]=[N:27]1.C(N=C=NCCCN(C)C)C.